This data is from Reaction yield outcomes from USPTO patents with 853,638 reactions. The task is: Predict the reaction yield, written as a fraction of the theoretical maximum amount of product (1.0 means a 100% yield; for example, 0.34 means a 34% yield). (1) The reactants are [CH3:1][C:2]1[C:3]([C:11]2[S:15][C:14]([C:16]([OH:18])=O)=[CH:13][CH:12]=2)=[N:4][O:5][C:6]=1[C:7]([F:10])([F:9])[F:8].[NH2:19][C:20]1[CH:25]=[CH:24][N:23]=[CH:22][C:21]=1[Cl:26].C1COCC1.C(N(CC)CC)C. The catalyst is N1C=CC=CC=1. The product is [Cl:26][C:21]1[CH:22]=[N:23][CH:24]=[CH:25][C:20]=1[NH:19][C:16]([C:14]1[S:15][C:11]([C:3]2[C:2]([CH3:1])=[C:6]([C:7]([F:8])([F:9])[F:10])[O:5][N:4]=2)=[CH:12][CH:13]=1)=[O:18]. The yield is 0.830. (2) The reactants are [CH3:1][S:2]([NH2:5])(=[O:4])=[O:3].N1C=CC=CC=1.Br[C:13]1[CH:14]=[C:15]([CH:19]=[CH:20][CH:21]=1)[C:16](Cl)=[O:17].[CH3:22][O:23][C:24]1[CH:29]=[CH:28][C:27]([Cl:30])=[CH:26][C:25]=1B(O)O.C(=O)([O-])[O-].[Na+].[Na+]. The catalyst is C(Cl)Cl.O1CCOCC1.C1(P([Pd-4](P(C2C=CC=CC=2)(C2C=CC=CC=2)C2C=CC=CC=2)(P(C2C=CC=CC=2)(C2C=CC=CC=2)C2C=CC=CC=2)P(C2C=CC=CC=2)(C2C=CC=CC=2)C2C=CC=CC=2)(C2C=CC=CC=2)C2C=CC=CC=2)C=CC=CC=1.O. The product is [Cl:30][C:27]1[CH:26]=[CH:25][C:24]([O:23][CH3:22])=[C:29]([C:13]2[CH:21]=[CH:20][CH:19]=[C:15]([C:16]([NH:5][S:2]([CH3:1])(=[O:4])=[O:3])=[O:17])[CH:14]=2)[CH:28]=1. The yield is 0.880. (3) The reactants are F[C:2]1[C:3]([CH3:22])=[N:4][C:5]2[C:10]([N:11]=1)=[C:9]([C:12]1[NH:20][C:19]3[CH2:18][CH2:17][NH:16][C:15](=[O:21])[C:14]=3[CH:13]=1)[CH:8]=[CH:7][CH:6]=2.Cl.[NH2:24][CH:25]1[CH2:30][NH:29][C:28](=[O:31])[CH2:27][CH2:26]1.CCN(C(C)C)C(C)C. No catalyst specified. The yield is 0.330. The product is [CH3:22][C:3]1[C:2]([NH:24][CH:25]2[CH2:26][CH2:27][C:28](=[O:31])[NH:29][CH2:30]2)=[N:11][C:10]2[C:5](=[CH:6][CH:7]=[CH:8][C:9]=2[C:12]2[NH:20][C:19]3[CH2:18][CH2:17][NH:16][C:15](=[O:21])[C:14]=3[CH:13]=2)[N:4]=1. (4) The reactants are Cl[C:2]1[C:11]2[CH:12]=[CH:13][S:14][C:10]=2[C:9]2[CH:8]=[CH:7][C:6]([C:15]([O-:17])=[O:16])=[CH:5][C:4]=2[N:3]=1.[NH2:18][CH2:19][C:20]1[CH:21]=[N:22][CH:23]=[CH:24][CH:25]=1. The catalyst is CN1C(=O)CCC1.CO. The product is [N:22]1[CH:23]=[CH:24][CH:25]=[C:20]([CH2:19][NH:18][C:2]2[C:11]3[CH:12]=[CH:13][S:14][C:10]=3[C:9]3[CH:8]=[CH:7][C:6]([C:15]([OH:17])=[O:16])=[CH:5][C:4]=3[N:3]=2)[CH:21]=1. The yield is 0.620. (5) The reactants are COC(=O)[CH:4]([CH:24]1CC1)[CH2:5][CH2:6][CH2:7][CH2:8][CH2:9][CH2:10][CH2:11][CH2:12][CH2:13][CH2:14][CH2:15][CH2:16][CH:17]([CH:21]1[CH2:23][CH2:22]1)C(O)=O.[C:28](Cl)(=[O:32])C(Cl)=O.C(N(CC)CC)C.[CH:41]1([NH2:44])[CH2:43][CH2:42]1.[C:45]([O:48][CH2:49]C)(=[O:47])C. The catalyst is ClCCl.CN(C=O)C. The product is [CH3:49][O:48][C:45]([C:21]1([CH2:17][CH2:16][CH2:15][CH2:14][CH2:13][CH2:12][CH2:11][CH2:10][CH2:9][CH2:8][CH2:7][CH2:6][C:5]2([C:28](=[O:32])[NH:44][CH:41]3[CH2:43][CH2:42]3)[CH2:4][CH2:24]2)[CH2:22][CH2:23]1)=[O:47]. The yield is 0.790. (6) The yield is 0.690. The reactants are [Br:1][C:2]1[CH:3]=[C:4]([NH:8][C:9]([NH:11][CH:12]([CH3:18])[CH:13](OC)OC)=[S:10])[CH:5]=[CH:6][CH:7]=1. The catalyst is O.Cl. The product is [Br:1][C:2]1[CH:3]=[C:4]([N:8]2[CH:13]=[C:12]([CH3:18])[N:11]=[C:9]2[SH:10])[CH:5]=[CH:6][CH:7]=1. (7) The reactants are [F:1][C:2]1C(C#N)=[CH:6][CH:5]=[CH:4][C:3]=1[C:10]1[CH:15]=[CH:14][CH:13]=[CH:12][CH:11]=1.[OH-:16].[Na+].[CH3:18][CH2:19][OH:20]. The catalyst is O. The product is [F:1][C:2]1[C:18]([C:19]([OH:16])=[O:20])=[CH:6][CH:5]=[CH:4][C:3]=1[C:10]1[CH:15]=[CH:14][CH:13]=[CH:12][CH:11]=1. The yield is 0.270. (8) The reactants are [CH3:1][C:2]1[O:6][C:5]([C:7]2[CH:16]=[CH:15][C:10]([C:11]([O:13]C)=[O:12])=[CH:9][CH:8]=2)=[N:4][C:3]=1[CH2:17][S:18]([C:21]1[CH:26]=[CH:25][C:24]([CH2:27][CH2:28][CH2:29][N:30]2[CH2:35][CH2:34][O:33][CH2:32][CH2:31]2)=[CH:23][CH:22]=1)(=[O:20])=[O:19].[ClH:36]. No catalyst specified. The product is [ClH:36].[CH3:1][C:2]1[O:6][C:5]([C:7]2[CH:16]=[CH:15][C:10]([C:11]([OH:13])=[O:12])=[CH:9][CH:8]=2)=[N:4][C:3]=1[CH2:17][S:18]([C:21]1[CH:26]=[CH:25][C:24]([CH2:27][CH2:28][CH2:29][N:30]2[CH2:31][CH2:32][O:33][CH2:34][CH2:35]2)=[CH:23][CH:22]=1)(=[O:19])=[O:20]. The yield is 0.960.